This data is from Forward reaction prediction with 1.9M reactions from USPTO patents (1976-2016). The task is: Predict the product of the given reaction. (1) The product is: [CH3:1][O:2][C:3]1[C:8]([C:9]2[CH:14]=[CH:13][CH:12]=[C:11]([N+:15]([O-:17])=[O:16])[CH:10]=2)=[CH:7][C:6]([CH2:18][N:19]2[CH:24]=[CH:23][C:22]([C:25]([NH2:26])=[O:29])=[CH:21][C:20]2=[O:27])=[CH:5][CH:4]=1. Given the reactants [CH3:1][O:2][C:3]1[C:8]([C:9]2[CH:14]=[CH:13][CH:12]=[C:11]([N+:15]([O-:17])=[O:16])[CH:10]=2)=[CH:7][C:6]([CH2:18][N:19]2[CH:24]=[CH:23][C:22]([C:25]#[N:26])=[CH:21][C:20]2=[O:27])=[CH:5][CH:4]=1.Cl.[OH-:29].[Na+], predict the reaction product. (2) Given the reactants C([O:3][C:4]([C:6]1[CH:7]=[N:8][N:9]([C:12]2[C:17](Cl)=[CH:16][C:15]([C:19]([F:22])([F:21])[F:20])=[CH:14][N:13]=2)[C:10]=1[CH3:11])=[O:5])C.[CH3:23]B(O)O.C1(P(C2CCCCC2)C2C=CC=CC=2C2C(OC)=CC=CC=2OC)CCCCC1.P([O-])([O-])([O-])=O.[K+].[K+].[K+].[OH-].[Na+], predict the reaction product. The product is: [CH3:11][C:10]1[N:9]([C:12]2[C:17]([CH3:23])=[CH:16][C:15]([C:19]([F:20])([F:21])[F:22])=[CH:14][N:13]=2)[N:8]=[CH:7][C:6]=1[C:4]([OH:3])=[O:5]. (3) Given the reactants [Cl:1][C:2]1[CH:7]=[CH:6][C:5]([C:8]#[C:9][C:10]2[CH:37]=[CH:36][C:13]([CH2:14][N:15]([C:26](=[O:35])[CH2:27][CH2:28][C:29]3[CH:34]=[CH:33][CH:32]=[CH:31][CH:30]=3)[C:16]3[CH:17]=[CH:18][C:19]([OH:25])=[C:20]([CH:24]=3)[C:21]([OH:23])=[O:22])=[CH:12][CH:11]=2)=[CH:4][CH:3]=1.[CH3:38][NH:39][CH2:40][C@@H:41]([C@H:43]([C@@H:45]([C@@H:47]([CH2:49][OH:50])[OH:48])[OH:46])[OH:44])[OH:42], predict the reaction product. The product is: [CH3:38][NH:39][CH2:40][C@@H:41]([C@H:43]([C@@H:45]([C@@H:47]([CH2:49][OH:50])[OH:48])[OH:46])[OH:44])[OH:42].[Cl:1][C:2]1[CH:3]=[CH:4][C:5]([C:8]#[C:9][C:10]2[CH:11]=[CH:12][C:13]([CH2:14][N:15]([C:26](=[O:35])[CH2:27][CH2:28][C:29]3[CH:34]=[CH:33][CH:32]=[CH:31][CH:30]=3)[C:16]3[CH:17]=[CH:18][C:19]([OH:25])=[C:20]([CH:24]=3)[C:21]([OH:23])=[O:22])=[CH:36][CH:37]=2)=[CH:6][CH:7]=1. (4) Given the reactants [NH2:1][C:2]1[C:3]2[CH:14]=[CH:13][CH:12]=[CH:11][C:4]=2[S:5][C:6]=1[C:7]([O:9][CH3:10])=[O:8].[C:15]([C:19]1[CH:24]=[CH:23][C:22]([S:25](Cl)(=[O:27])=[O:26])=[CH:21][CH:20]=1)([CH3:18])([CH3:17])[CH3:16], predict the reaction product. The product is: [C:15]([C:19]1[CH:24]=[CH:23][C:22]([S:25]([NH:1][C:2]2[C:3]3[CH:14]=[CH:13][CH:12]=[CH:11][C:4]=3[S:5][C:6]=2[C:7]([O:9][CH3:10])=[O:8])(=[O:27])=[O:26])=[CH:21][CH:20]=1)([CH3:18])([CH3:16])[CH3:17]. (5) Given the reactants [NH:1]1[C:9]2[C:4](=[CH:5][CH:6]=[CH:7][CH:8]=2)[CH:3]=[C:2]1[CH:10]=O.[CH3:12][N:13]([CH3:17])[CH2:14][CH2:15][NH2:16], predict the reaction product. The product is: [NH:1]1[C:9]2[C:4](=[CH:5][CH:6]=[CH:7][CH:8]=2)[CH:3]=[C:2]1[CH:10]=[N:16][CH2:15][CH2:14][N:13]([CH3:17])[CH3:12]. (6) Given the reactants [C:1]([CH:3]([C:11]1[C:20]2[C:15](=[CH:16][C:17]([O:23][CH3:24])=[C:18]([O:21][CH3:22])[CH:19]=2)[N:14]=[CH:13][C:12]=1[C:25]#[N:26])C(OC(C)(C)C)=O)#[N:2], predict the reaction product. The product is: [C:1]([CH2:3][C:11]1[C:20]2[C:15](=[CH:16][C:17]([O:23][CH3:24])=[C:18]([O:21][CH3:22])[CH:19]=2)[N:14]=[CH:13][C:12]=1[C:25]#[N:26])#[N:2]. (7) Given the reactants C(CCP(CCC(O)=O)CCC(O)=O)(O)=O.[C:17]([O:21][C:22]([NH:24][C@@H:25]([CH2:36][CH2:37][C:38]([NH:40][C@@H:41]([CH2:47]S)[C:42]([O:44][CH2:45][CH3:46])=[O:43])=[O:39])[C:26]([O:28][CH2:29][C:30]1[CH:35]=[CH:34][CH:33]=[CH:32][CH:31]=1)=[O:27])=[O:23])([CH3:20])([CH3:19])[CH3:18].C(S)(C)(C)C, predict the reaction product. The product is: [C:17]([O:21][C:22]([NH:24][C@@H:25]([CH2:36][CH2:37][C:38]([NH:40][C@@H:41]([CH3:47])[C:42]([O:44][CH2:45][CH3:46])=[O:43])=[O:39])[C:26]([O:28][CH2:29][C:30]1[CH:31]=[CH:32][CH:33]=[CH:34][CH:35]=1)=[O:27])=[O:23])([CH3:20])([CH3:19])[CH3:18]. (8) Given the reactants [C:1]([C:5]1[CH:21]=[CH:20][C:8]([CH2:9][CH:10]2[NH:16][CH2:15][CH2:14][CH2:13][N:12]3[CH:17]=[CH:18][CH:19]=[C:11]23)=[CH:7][CH:6]=1)([CH3:4])([CH3:3])[CH3:2].[F:22][C:23]1[CH:28]=[C:27]([F:29])[CH:26]=[CH:25][C:24]=1[N:30]=[C:31]=[O:32], predict the reaction product. The product is: [C:1]([C:5]1[CH:21]=[CH:20][C:8]([CH2:9][CH:10]2[N:16]([C:31]([NH:30][C:24]3[CH:25]=[CH:26][C:27]([F:29])=[CH:28][C:23]=3[F:22])=[O:32])[CH2:15][CH2:14][CH2:13][N:12]3[CH:17]=[CH:18][CH:19]=[C:11]23)=[CH:7][CH:6]=1)([CH3:4])([CH3:2])[CH3:3].